From a dataset of Forward reaction prediction with 1.9M reactions from USPTO patents (1976-2016). Predict the product of the given reaction. (1) Given the reactants [CH2:1]([OH:8])[CH2:2][CH2:3][CH2:4][CH2:5][CH2:6][OH:7].[CH2:9]([CH:15]([CH2:19][CH2:20][CH2:21][CH2:22][CH2:23][CH2:24][CH2:25][CH3:26])[C:16](Cl)=[O:17])[CH2:10][CH2:11][CH2:12][CH2:13][CH3:14].C(N(CC)CC)C, predict the reaction product. The product is: [CH2:9]([CH:15]([CH2:19][CH2:20][CH2:21][CH2:22][CH2:23][CH2:24][CH2:25][CH3:26])[C:16]([O:7][CH2:6][CH2:5][CH2:4][CH2:3][CH2:2][CH2:1][OH:8])=[O:17])[CH2:10][CH2:11][CH2:12][CH2:13][CH3:14]. (2) Given the reactants [CH:1]1([C:9]([N:11]2[CH2:16][CH2:15][N:14]([CH:17]3[CH2:22][CH2:21][CH2:20][CH2:19][CH2:18]3)[CH2:13][CH2:12]2)=[O:10])[C:3]2([CH2:8][CH2:7][NH:6][CH2:5][CH2:4]2)[CH2:2]1.[C:23]1(=O)[CH2:28][CH2:27][CH2:26][CH2:25][CH2:24]1, predict the reaction product. The product is: [CH:23]1([N:6]2[CH2:7][CH2:8][C:3]3([CH:1]([C:9]([N:11]4[CH2:16][CH2:15][N:14]([CH:17]5[CH2:18][CH2:19][CH2:20][CH2:21][CH2:22]5)[CH2:13][CH2:12]4)=[O:10])[CH2:2]3)[CH2:4][CH2:5]2)[CH2:28][CH2:27][CH2:26][CH2:25][CH2:24]1. (3) Given the reactants [C:1]([C:3]1[CH:4]=[C:5]([C:9]2[CH:10]=[C:11]([OH:23])[C:12](=[O:22])[NH:13][C:14]=2[C:15]2[CH:20]=[CH:19][C:18]([F:21])=[CH:17][CH:16]=2)[CH:6]=[CH:7][CH:8]=1)#[N:2].CN(C=O)C.[N-:29]=[N+:30]=[N-:31].[Na+], predict the reaction product. The product is: [NH:29]1[C:1]([C:3]2[CH:4]=[C:5]([C:9]3[CH:10]=[C:11]([OH:23])[C:12](=[O:22])[NH:13][C:14]=3[C:15]3[CH:16]=[CH:17][C:18]([F:21])=[CH:19][CH:20]=3)[CH:6]=[CH:7][CH:8]=2)=[N:2][N:31]=[N:30]1. (4) Given the reactants O=C1[S:6][N:5]=[C:4]([C:7]([O:9][CH2:10][CH3:11])=[O:8])O1.[C:12](#[N:19])[C:13]1[CH:18]=[CH:17][CH:16]=[CH:15][CH:14]=1.ClC1C=CC=CC=1Cl, predict the reaction product. The product is: [C:13]1([C:12]2[S:6][N:5]=[C:4]([C:7]([O:9][CH2:10][CH3:11])=[O:8])[N:19]=2)[CH:18]=[CH:17][CH:16]=[CH:15][CH:14]=1. (5) Given the reactants [CH3:1][C:2]1[N:3]=[C:4]2[N:8]([C:9]=1[C:10]([OH:12])=O)[CH:7]=[CH:6][S:5]2.[N:13]1([CH2:19][C:20]2[CH:34]=[CH:33][C:23]3[NH:24][C:25]([C:27]4[C:31]([NH2:32])=[CH:30][NH:29][N:28]=4)=[N:26][C:22]=3[CH:21]=2)[CH2:18][CH2:17][O:16][CH2:15][CH2:14]1.C(Cl)CCl.C1C=NC2N(O)N=NC=2C=1, predict the reaction product. The product is: [N:13]1([CH2:19][C:20]2[CH:34]=[CH:33][C:23]3[NH:24][C:25]([C:27]4[C:31]([NH:32][C:10]([C:9]5[N:8]6[C:4]([S:5][CH:6]=[CH:7]6)=[N:3][C:2]=5[CH3:1])=[O:12])=[CH:30][NH:29][N:28]=4)=[N:26][C:22]=3[CH:21]=2)[CH2:18][CH2:17][O:16][CH2:15][CH2:14]1. (6) Given the reactants C(OC([NH:8][CH:9]([C:18](=[O:47])[NH:19][CH2:20][C:21]([CH3:46])([CH3:45])[CH2:22][CH2:23][CH2:24][CH2:25][O:26][C:27]1[CH:32]=[C:31]([C:33]2[CH:38]=[CH:37][CH:36]=[CH:35][CH:34]=2)[CH:30]=[C:29]([C:39]2[CH:44]=[CH:43][CH:42]=[CH:41][CH:40]=2)[N:28]=1)[CH2:10][C:11]([O:13]C(C)(C)C)=[O:12])=O)(C)(C)C.FC(F)(F)C(O)=O, predict the reaction product. The product is: [NH2:8][CH:9]([C:18](=[O:47])[NH:19][CH2:20][C:21]([CH3:45])([CH3:46])[CH2:22][CH2:23][CH2:24][CH2:25][O:26][C:27]1[CH:32]=[C:31]([C:33]2[CH:38]=[CH:37][CH:36]=[CH:35][CH:34]=2)[CH:30]=[C:29]([C:39]2[CH:40]=[CH:41][CH:42]=[CH:43][CH:44]=2)[N:28]=1)[CH2:10][C:11]([OH:13])=[O:12]. (7) Given the reactants [C:1]1([Mg]Cl)[CH:6]=[CH:5][CH:4]=[CH:3][CH:2]=1.[CH3:9][Si:10]([Cl:13])([Cl:12])[Cl:11].[C:14]1([Mg]Cl)[CH:19]=[CH:18][CH:22]=[CH:16][CH:15]=1.[CH2:22](OCC)C.[C:14]1(Cl)[CH:19]=[CH:18]C=[CH:16][CH:15]=1.C[Si](Cl)(Cl)Cl.C1([Mg]Cl)C=CC=CC=1.C1([Mg]Cl)C=CC=CC=1.C(OCC)C.C[Si](Cl)(Cl)Cl, predict the reaction product. The product is: [CH3:9][Si:10]([Cl:13])([Cl:12])[Cl:11].[CH3:22][Si:10]([Cl:13])([C:9]1[CH:18]=[CH:19][CH:14]=[CH:15][CH:16]=1)[C:1]1[CH:6]=[CH:5][CH:4]=[CH:3][CH:2]=1.